This data is from NCI-60 drug combinations with 297,098 pairs across 59 cell lines. The task is: Regression. Given two drug SMILES strings and cell line genomic features, predict the synergy score measuring deviation from expected non-interaction effect. (1) Drug 1: CNC(=O)C1=CC=CC=C1SC2=CC3=C(C=C2)C(=NN3)C=CC4=CC=CC=N4. Drug 2: CN1C2=C(C=C(C=C2)N(CCCl)CCCl)N=C1CCCC(=O)O.Cl. Cell line: ACHN. Synergy scores: CSS=8.13, Synergy_ZIP=-1.35, Synergy_Bliss=1.81, Synergy_Loewe=-1.48, Synergy_HSA=1.11. (2) Drug 1: CC12CCC3C(C1CCC2=O)CC(=C)C4=CC(=O)C=CC34C. Drug 2: CCC1(CC2CC(C3=C(CCN(C2)C1)C4=CC=CC=C4N3)(C5=C(C=C6C(=C5)C78CCN9C7C(C=CC9)(C(C(C8N6C)(C(=O)OC)O)OC(=O)C)CC)OC)C(=O)OC)O.OS(=O)(=O)O. Cell line: RPMI-8226. Synergy scores: CSS=66.7, Synergy_ZIP=3.13, Synergy_Bliss=3.29, Synergy_Loewe=-18.7, Synergy_HSA=4.53. (3) Drug 1: CCCCC(=O)OCC(=O)C1(CC(C2=C(C1)C(=C3C(=C2O)C(=O)C4=C(C3=O)C=CC=C4OC)O)OC5CC(C(C(O5)C)O)NC(=O)C(F)(F)F)O. Drug 2: CCC1(C2=C(COC1=O)C(=O)N3CC4=CC5=C(C=CC(=C5CN(C)C)O)N=C4C3=C2)O.Cl. Cell line: OVCAR-4. Synergy scores: CSS=10.7, Synergy_ZIP=-4.00, Synergy_Bliss=2.14, Synergy_Loewe=1.08, Synergy_HSA=1.51. (4) Drug 1: C1=CC(=CC=C1CC(C(=O)O)N)N(CCCl)CCCl.Cl. Drug 2: C1CN(P(=O)(OC1)NCCCl)CCCl. Cell line: MCF7. Synergy scores: CSS=11.0, Synergy_ZIP=-6.47, Synergy_Bliss=-6.35, Synergy_Loewe=-23.7, Synergy_HSA=-7.46. (5) Drug 1: CC=C1C(=O)NC(C(=O)OC2CC(=O)NC(C(=O)NC(CSSCCC=C2)C(=O)N1)C(C)C)C(C)C. Drug 2: CCC1=C2CN3C(=CC4=C(C3=O)COC(=O)C4(CC)O)C2=NC5=C1C=C(C=C5)O. Cell line: RPMI-8226. Synergy scores: CSS=53.1, Synergy_ZIP=-1.53, Synergy_Bliss=-0.966, Synergy_Loewe=-12.5, Synergy_HSA=0.785. (6) Drug 1: CC1CCC2CC(C(=CC=CC=CC(CC(C(=O)C(C(C(=CC(C(=O)CC(OC(=O)C3CCCCN3C(=O)C(=O)C1(O2)O)C(C)CC4CCC(C(C4)OC)O)C)C)O)OC)C)C)C)OC. Drug 2: CC1=C(C(=CC=C1)Cl)NC(=O)C2=CN=C(S2)NC3=CC(=NC(=N3)C)N4CCN(CC4)CCO. Cell line: SK-MEL-28. Synergy scores: CSS=5.34, Synergy_ZIP=1.60, Synergy_Bliss=4.68, Synergy_Loewe=-3.25, Synergy_HSA=1.09.